Dataset: Forward reaction prediction with 1.9M reactions from USPTO patents (1976-2016). Task: Predict the product of the given reaction. (1) Given the reactants [Cl:1][C:2]1[CH:10]=[CH:9][C:8]2[NH:7][C:6]3[CH2:11][CH2:12][N:13]([CH3:15])[CH2:14][C:5]=3[C:4]=2[CH:3]=1.[F:16][C:17]([F:27])([F:26])[C:18]1[CH:23]=[CH:22][N:21]=[CH:20][C:19]=1[CH:24]=[CH2:25].[OH-].[K+], predict the reaction product. The product is: [Cl:1][C:2]1[CH:10]=[CH:9][C:8]2[N:7]([CH2:25][CH2:24][C:19]3[CH:20]=[N:21][CH:22]=[CH:23][C:18]=3[C:17]([F:27])([F:16])[F:26])[C:6]3[CH2:11][CH2:12][N:13]([CH3:15])[CH2:14][C:5]=3[C:4]=2[CH:3]=1. (2) Given the reactants [CH:1]1([CH:7]([N:18]2[CH2:23][CH2:22][C:21]([C:44]3[CH:49]=[CH:48][CH:47]=[C:46]([F:50])[CH:45]=3)([CH2:24][CH2:25][N:26]3[C@H:31]4[CH2:32][CH2:33][C@@H:27]3[CH2:28][CH:29]([N:34]3[C:38]5[CH:39]=[CH:40][CH:41]=[CH:42][C:37]=5[N:36]=[C:35]3[CH3:43])[CH2:30]4)[CH2:20][CH2:19]2)[C:8]([O:10]CC2C=CC=CC=2)=[O:9])[CH2:6][CH2:5][CH2:4][CH2:3][CH2:2]1.[H][H], predict the reaction product. The product is: [CH:1]1([CH:7]([N:18]2[CH2:23][CH2:22][C:21]([C:44]3[CH:49]=[CH:48][CH:47]=[C:46]([F:50])[CH:45]=3)([CH2:24][CH2:25][N:26]3[C@H:27]4[CH2:33][CH2:32][C@@H:31]3[CH2:30][CH:29]([N:34]3[C:38]5[CH:39]=[CH:40][CH:41]=[CH:42][C:37]=5[N:36]=[C:35]3[CH3:43])[CH2:28]4)[CH2:20][CH2:19]2)[C:8]([OH:10])=[O:9])[CH2:2][CH2:3][CH2:4][CH2:5][CH2:6]1. (3) Given the reactants Cl[C:2]1[CH:3]=[C:4]2[N:11]([CH3:12])[CH2:10][CH2:9][N:5]2[C:6](=[O:8])[N:7]=1.[H-].[Na+].[Cl:15][C:16]1[CH:31]=[CH:30][C:19]([O:20][C:21]2[CH:26]=[CH:25][C:24]([CH2:27][OH:28])=[CH:23][C:22]=2[F:29])=[CH:18][C:17]=1[C:32]([F:35])([F:34])[F:33], predict the reaction product. The product is: [Cl:15][C:16]1[CH:31]=[CH:30][C:19]([O:20][C:21]2[CH:26]=[CH:25][C:24]([CH2:27][O:28][C:2]3[CH:3]=[C:4]4[N:11]([CH3:12])[CH2:10][CH2:9][N:5]4[C:6](=[O:8])[N:7]=3)=[CH:23][C:22]=2[F:29])=[CH:18][C:17]=1[C:32]([F:35])([F:33])[F:34]. (4) Given the reactants Cl[C:2]1[N:7]=[C:6]([C:8]([F:11])([F:10])[F:9])[CH:5]=[C:4]([C:12]2[CH:17]=[CH:16][C:15]([F:18])=[C:14]([F:19])[CH:13]=2)[N:3]=1.[Cl:20][C:21]1[CH:26]=[C:25](B(O)O)[CH:24]=[CH:23][N:22]=1, predict the reaction product. The product is: [Cl:20][C:21]1[CH:26]=[C:25]([C:2]2[N:3]=[C:4]([C:12]3[CH:17]=[CH:16][C:15]([F:18])=[C:14]([F:19])[CH:13]=3)[CH:5]=[C:6]([C:8]([F:11])([F:10])[F:9])[N:7]=2)[CH:24]=[CH:23][N:22]=1.